Dataset: Forward reaction prediction with 1.9M reactions from USPTO patents (1976-2016). Task: Predict the product of the given reaction. (1) The product is: [CH2:22]([O:21][C:19]1[O:20][C:16]([C:13]2[O:12][C:11]3[CH:10]=[CH:9][CH:8]=[C:7]([O:6][CH2:5][O:4][CH3:3])[C:15]=3[CH:14]=2)=[N:17][N:18]=1)[CH3:23]. Given the reactants [H-].[Na+].[CH3:3][O:4][CH2:5][O:6][C:7]1[C:15]2[CH:14]=[C:13]([C:16]3[O:20][C:19](=[O:21])[NH:18][N:17]=3)[O:12][C:11]=2[CH:10]=[CH:9][CH:8]=1.[CH2:22](I)[CH3:23], predict the reaction product. (2) Given the reactants [CH3:1][N:2]1[C:6]2=[N:7][CH:8]=[C:9]([N+:12]([O-])=O)[C:10]([CH3:11])=[C:5]2[C:4]([C:15]2[CH:16]([CH3:28])[CH2:17][N:18]([C:21]([O:23]C(C)(C)C)=O)[CH2:19][CH:20]=2)=[CH:3]1.[CH3:48][CH:47]1[C:50](OS(C(F)(F)F)(=O)=O)=CCN(C(O[C:47]([CH3:50])([CH3:49])[CH3:48])=O)[CH2:49]1.CN1[C:56]2=[N:57][CH:58]=[C:59]([N+]([O-])=O)[C:60](C)=[C:55]2[C:54](B2OC(C)(C)C(C)(C)O2)=[CH:53]1.[O-]P([O-])([O-])=O.[K+].[K+].[K+].O.[O:83]1[CH2:88]COCC1, predict the reaction product. The product is: [C:56]([C:55]1[CH:60]=[C:59]([CH:58]=[CH:53][CH:54]=1)[C:88]([NH:12][C:9]1[C:10]([CH3:11])=[C:5]2[C:4]([C@@H:15]3[CH2:20][CH2:19][N:18]([C:21](=[O:23])[CH2:48][CH:47]4[CH2:50][CH2:49]4)[CH2:17][C@@H:16]3[CH3:28])=[CH:3][N:2]([CH3:1])[C:6]2=[N:7][CH:8]=1)=[O:83])#[N:57]. (3) The product is: [NH2:9][C:7]1[N:6]([CH2:10][C:11]2[CH:16]=[CH:15][C:14]([O:17][CH2:18][C:19]3[CH:20]=[N:21][C:22]([O:25][CH3:26])=[CH:23][CH:24]=3)=[C:13]([O:27][CH3:28])[CH:12]=2)[C:5]2[CH:4]=[CH:3][C:2]([N:35]3[CH2:36][CH2:37][N:32]([CH3:31])[CH2:33][C:34]3=[O:38])=[CH:30][C:29]=2[N:8]=1. Given the reactants I[C:2]1[CH:30]=[CH:29][C:5]2[N:6]([CH2:10][C:11]3[CH:16]=[CH:15][C:14]([O:17][CH2:18][C:19]4[CH:20]=[N:21][C:22]([O:25][CH3:26])=[CH:23][CH:24]=4)=[C:13]([O:27][CH3:28])[CH:12]=3)[C:7]([NH2:9])=[N:8][C:4]=2[CH:3]=1.[CH3:31][N:32]1[CH2:37][CH2:36][NH:35][C:34](=[O:38])[CH2:33]1.CN[C@@H]1CCCC[C@H]1NC.P([O-])([O-])([O-])=O.[K+].[K+].[K+], predict the reaction product.